This data is from Full USPTO retrosynthesis dataset with 1.9M reactions from patents (1976-2016). The task is: Predict the reactants needed to synthesize the given product. (1) Given the product [C:14]1([C:9]2[C:8]3[C:12](=[CH:13][C:5]([C:3]([OH:2])=[O:4])=[CH:6][CH:7]=3)[NH:11][CH:10]=2)[CH2:19][CH2:18][CH2:17][CH2:16][CH:15]=1, predict the reactants needed to synthesize it. The reactants are: C[O:2][C:3]([C:5]1[CH:13]=[C:12]2[C:8]([CH:9]=[CH:10][NH:11]2)=[CH:7][CH:6]=1)=[O:4].[C:14]1(=O)[CH2:19][CH2:18][CH2:17][CH2:16][CH2:15]1.C[O-].[Na+].O. (2) Given the product [CH3:30][CH:31]([S:33]([O:1][C:2]1[CH:7]=[CH:6][CH:5]=[C:4]([C:8]2([C:16]3[CH:17]=[C:18]([C:22]4[CH:27]=[CH:26][CH:25]=[C:24]([O:28][CH3:29])[CH:23]=4)[CH:19]=[CH:20][CH:21]=3)[C:9](=[O:15])[N:10]([CH3:14])[C:11](=[S:13])[NH:12]2)[CH:3]=1)(=[O:35])=[O:34])[CH3:32], predict the reactants needed to synthesize it. The reactants are: [OH:1][C:2]1[CH:3]=[C:4]([C:8]2([C:16]3[CH:17]=[C:18]([C:22]4[CH:27]=[CH:26][CH:25]=[C:24]([O:28][CH3:29])[CH:23]=4)[CH:19]=[CH:20][CH:21]=3)[NH:12][C:11](=[S:13])[N:10]([CH3:14])[C:9]2=[O:15])[CH:5]=[CH:6][CH:7]=1.[CH3:30][CH:31]([S:33](Cl)(=[O:35])=[O:34])[CH3:32]. (3) Given the product [CH2:3]([N:6]([CH2:18][C:17]#[CH:16])[C:7](=[O:13])[O:8][C:9]([CH3:10])([CH3:12])[CH3:11])[CH:4]=[CH2:5], predict the reactants needed to synthesize it. The reactants are: [H-].[Na+].[CH2:3]([NH:6][C:7](=[O:13])[O:8][C:9]([CH3:12])([CH3:11])[CH3:10])[C:4]#[CH:5].[H][H].[CH2:16](Br)[CH:17]=[CH2:18].